Dataset: Reaction yield outcomes from USPTO patents with 853,638 reactions. Task: Predict the reaction yield, written as a fraction of the theoretical maximum amount of product (1.0 means a 100% yield; for example, 0.34 means a 34% yield). The reactants are Br[C:2]1[S:6][C:5]([CH2:7][N:8]([CH3:16])[C:9](=[O:15])[O:10][C:11]([CH3:14])([CH3:13])[CH3:12])=[N:4][C:3]=1[C:17]1[C:18]([F:23])=[N:19][CH:20]=[CH:21][CH:22]=1.[Cl:24][C:25]1[CH:26]=[C:27]([SH:31])[CH:28]=[CH:29][CH:30]=1.C(N(C(C)C)C(C)C)C.O. The catalyst is C1(C)C=CC=CC=1.C1C=CC(/C=C/C(/C=C/C2C=CC=CC=2)=O)=CC=1.C1C=CC(/C=C/C(/C=C/C2C=CC=CC=2)=O)=CC=1.C1C=CC(/C=C/C(/C=C/C2C=CC=CC=2)=O)=CC=1.[Pd].[Pd]. The product is [Cl:24][C:25]1[CH:26]=[C:27]([S:31][C:2]2[S:6][C:5]([CH2:7][N:8]([CH3:16])[C:9](=[O:15])[O:10][C:11]([CH3:14])([CH3:13])[CH3:12])=[N:4][C:3]=2[C:17]2[C:18]([F:23])=[N:19][CH:20]=[CH:21][CH:22]=2)[CH:28]=[CH:29][CH:30]=1. The yield is 0.650.